This data is from Orexin1 receptor HTS with 218,158 compounds and 233 confirmed actives. The task is: Binary Classification. Given a drug SMILES string, predict its activity (active/inactive) in a high-throughput screening assay against a specified biological target. (1) The molecule is S(c1nn2c(cc(nc2n1)C)C)Cc1ccccc1. The result is 0 (inactive). (2) The drug is S(=O)(=O)(N(Cc1c(F)cccc1)c1ccc(cc1)CC(OC)=O)c1ccc(cc1)C. The result is 0 (inactive). (3) The molecule is O=C(N1CCCC1)CCC(=O)Nc1ccc([N+]([O-])=O)cc1. The result is 0 (inactive). (4) The drug is S(c1nc(nc2CCCc12)c1ccccc1)CCN(C)C. The result is 0 (inactive).